This data is from Forward reaction prediction with 1.9M reactions from USPTO patents (1976-2016). The task is: Predict the product of the given reaction. (1) Given the reactants [CH3:1][C:2]1[CH:10]=[CH:9][C:5]([C:6]([OH:8])=[O:7])=[CH:4][N:3]=1.C1C(=O)N([Br:18])C(=O)C1.C(OOC(=O)C1C=CC=CC=1)(=O)C1C=CC=CC=1, predict the reaction product. The product is: [Br:18][CH2:1][C:2]1[N:3]=[CH:4][C:5]([C:6]([OH:8])=[O:7])=[CH:9][CH:10]=1. (2) The product is: [CH3:15][C:16]1[CH:25]=[C:24]([NH:26][C:27]([NH:14][CH:10]2[CH2:11][CH2:12][CH2:13][NH:8][CH2:9]2)=[O:28])[C:23]2[C:18](=[CH:19][CH:20]=[CH:21][CH:22]=2)[N:17]=1. Given the reactants C(OC([N:8]1[CH2:13][CH2:12][CH2:11][CH:10]([NH2:14])[CH2:9]1)=O)(C)(C)C.[CH3:15][C:16]1[CH:25]=[C:24]([NH:26][C:27](NC2C3C(=CC=CC=3)N=C(C)C=2)=[O:28])[C:23]2[C:18](=[CH:19][CH:20]=[CH:21][CH:22]=2)[N:17]=1, predict the reaction product. (3) Given the reactants [NH2:1][CH2:2][C:3]1[C:8]([CH2:9][CH3:10])=[N:7][C:6]2[N:11]([CH2:14][CH3:15])[N:12]=[CH:13][C:5]=2[C:4]=1[NH:16][CH:17]1[CH2:22][CH2:21][O:20][CH2:19][CH2:18]1.[CH3:23][O:24][C:25]([C:27]1[CH:28]=[C:29]([CH:33]=[CH:34][CH:35]=1)[C:30](O)=[O:31])=[O:26].CN(C(ON1N=NC2C=CC=CC1=2)=[N+](C)C)C.F[P-](F)(F)(F)(F)F.CCN(C(C)C)C(C)C, predict the reaction product. The product is: [CH2:14]([N:11]1[C:6]2=[N:7][C:8]([CH2:9][CH3:10])=[C:3]([CH2:2][NH:1][C:30]([C:29]3[CH:28]=[C:27]([CH:35]=[CH:34][CH:33]=3)[C:25]([O:24][CH3:23])=[O:26])=[O:31])[C:4]([NH:16][CH:17]3[CH2:18][CH2:19][O:20][CH2:21][CH2:22]3)=[C:5]2[CH:13]=[N:12]1)[CH3:15]. (4) Given the reactants [Br:1][C:2]1[N:3]=[C:4]([C@H:12]2[CH2:17][CH2:16][C@H:15]([CH2:18][NH2:19])[CH2:14][CH2:13]2)[N:5]2[CH:10]=[CH:9][N:8]=[C:7]([CH3:11])[C:6]=12.C(N(CC)CC)C.[C:27](Cl)(=[O:30])[O:28][CH3:29].O, predict the reaction product. The product is: [CH3:29][O:28][C:27](=[O:30])[NH:19][CH2:18][C@H:15]1[CH2:16][CH2:17][C@H:12]([C:4]2[N:5]3[CH:10]=[CH:9][N:8]=[C:7]([CH3:11])[C:6]3=[C:2]([Br:1])[N:3]=2)[CH2:13][CH2:14]1. (5) Given the reactants [Cl:1][C:2]1[CH:10]=[C:9]([CH3:11])[CH:8]=[C:7]2[C:3]=1[C:4]([NH2:12])=[N:5][NH:6]2.CC1(C)OC(=O)[CH:17]([C:21]([CH:23]2[CH2:28][CH2:27][N:26]([C:29]([O:31][C:32]([CH3:35])([CH3:34])[CH3:33])=[O:30])[CH2:25][CH2:24]2)=O)[C:16](=O)[O:15]1.P([O-])([O-])([O-])=O.[K+].[K+].[K+], predict the reaction product. The product is: [Cl:1][C:2]1[C:3]2[C:7]([CH:8]=[C:9]([CH3:11])[CH:10]=1)=[N:6][N:5]1[C:21]([CH:23]3[CH2:28][CH2:27][N:26]([C:29]([O:31][C:32]([CH3:35])([CH3:34])[CH3:33])=[O:30])[CH2:25][CH2:24]3)=[CH:17][C:16](=[O:15])[NH:12][C:4]=21.